Task: Predict the reactants needed to synthesize the given product.. Dataset: Full USPTO retrosynthesis dataset with 1.9M reactions from patents (1976-2016) (1) The reactants are: [Cl:1][C:2]1[CH:3]=[C:4]([C:8]2[C:16]3[C:15]([NH2:17])=[CH:14][C:13]([CH3:18])=[N:12][C:11]=3[S:10][C:9]=2[CH3:19])[CH:5]=[CH:6][CH:7]=1.CC(C)([O-])C.[K+].[Cl:26][C:27]1[CH:28]=[C:29]([S:33](Cl)(=[O:35])=[O:34])[CH:30]=[CH:31][CH:32]=1. Given the product [Cl:26][C:27]1[CH:28]=[C:29]([S:33]([NH:17][C:15]2[CH:14]=[C:13]([CH3:18])[N:12]=[C:11]3[S:10][C:9]([CH3:19])=[C:8]([C:4]4[CH:5]=[CH:6][CH:7]=[C:2]([Cl:1])[CH:3]=4)[C:16]=23)(=[O:35])=[O:34])[CH:30]=[CH:31][CH:32]=1, predict the reactants needed to synthesize it. (2) Given the product [O:12]1[CH:16]=[CH:15][N:14]=[C:13]1[CH2:17][O:18][C:2]1[N:3]=[CH:4][C:5]([C:8]([O:10][CH3:11])=[O:9])=[N:6][CH:7]=1, predict the reactants needed to synthesize it. The reactants are: Cl[C:2]1[N:3]=[CH:4][C:5]([C:8]([O:10][CH3:11])=[O:9])=[N:6][CH:7]=1.[O:12]1[CH:16]=[CH:15][N:14]=[C:13]1[CH2:17][OH:18].C(=O)([O-])[O-].[Cs+].[Cs+]. (3) The reactants are: [Cl:1][C:2]1[CH:3]=[C:4](B(O)O)[CH:5]=[CH:6][C:7]=1[Cl:8].I[C:13]1[CH:18]=[CH:17][C:16]([NH:19][C:20]2[CH:28]=[CH:27][CH:26]=[CH:25][C:21]=2[C:22]([OH:24])=[O:23])=[CH:15][CH:14]=1.C([O-])([O-])=O.[K+].[K+].O. Given the product [Cl:1][C:2]1[CH:3]=[C:4]([C:13]2[CH:14]=[CH:15][C:16]([NH:19][C:20]3[CH:28]=[CH:27][CH:26]=[CH:25][C:21]=3[C:22]([OH:24])=[O:23])=[CH:17][CH:18]=2)[CH:5]=[CH:6][C:7]=1[Cl:8], predict the reactants needed to synthesize it. (4) Given the product [CH2:1]([N:3]1[CH2:16][C:15]2[C:10](=[CH:11][C:12]([NH2:18])=[CH:13][CH:14]=2)[C:9]2[CH:8]=[CH:7][CH:6]=[CH:5][C:4]1=2)[CH3:2], predict the reactants needed to synthesize it. The reactants are: [CH2:1]([N:3]1[C:16](=O)[C:15]2[C:10](=[CH:11][C:12]([N+:18]([O-])=O)=[CH:13][CH:14]=2)[C:9]2[CH:8]=[CH:7][CH:6]=[CH:5][C:4]1=2)[CH3:2].[H-].[Al+3].[Li+].[H-].[H-].[H-]. (5) Given the product [CH2:1]([O:3][C:4](=[O:9])[C:5](=[C:19]1[CH2:20][C@@H:21]2[C@H:18]1[CH:17]=[C:16]([CH2:14][CH3:15])[CH2:22]2)[C:6]([OH:8])=[O:7])[CH3:2], predict the reactants needed to synthesize it. The reactants are: [CH2:1]([O:3][C:4](=[O:9])[CH2:5][C:6]([OH:8])=[O:7])[CH3:2].[Al+3].[Cl-].[Cl-].[Cl-].[CH2:14]([C:16]1[CH2:17][C@H:18]2[C@@H:21]([CH:22]=1)[C:20](=O)[CH2:19]2)[CH3:15].COC1CCCC1. (6) Given the product [Cl:42][C:39]1[CH:40]=[CH:41][C:36]([NH:35][C:28](=[O:30])[CH2:27][C:25]2[NH:26][C:22]3[CH:21]=[C:20]([N:6]4[CH2:45][CH2:49][O:48][CH2:47][CH2:46]4)[CH:34]=[CH:33][C:23]=3[N:24]=2)=[C:37]([C:43]#[N:44])[CH:38]=1, predict the reactants needed to synthesize it. The reactants are: [Li+].C[Si]([N-:6][Si](C)(C)C)(C)C.N1(CCO[C:20]2[CH:34]=[CH:33][C:23]3[N:24]=[C:25]([CH2:27][C:28]([O:30]CC)=O)[NH:26][C:22]=3[CH:21]=2)CCOCC1.[NH2:35][C:36]1[CH:41]=[CH:40][C:39]([Cl:42])=[CH:38][C:37]=1[C:43]#[N:44].[CH2:45]1[CH2:49][O:48][CH2:47][CH2:46]1. (7) Given the product [CH3:7][O:3][CH2:4][CH:5]1[CH2:6][CH:4]2[O:3][CH:7]1[CH:6]=[CH:5]2, predict the reactants needed to synthesize it. The reactants are: [H-].[Na+].[O:3]1[CH2:7][CH2:6][CH2:5][CH2:4]1.CI.